From a dataset of Full USPTO retrosynthesis dataset with 1.9M reactions from patents (1976-2016). Predict the reactants needed to synthesize the given product. (1) Given the product [C:6]([C:8]1[C:16]2[C:11](=[CH:12][CH:13]=[CH:14][CH:15]=2)[N:10]([C:17]2[CH:18]=[C:19]3[C:24](=[CH:25][CH:26]=2)[N:23]=[CH:22][CH:21]=[CH:20]3)[CH:9]=1)([OH:7])=[O:5], predict the reactants needed to synthesize it. The reactants are: O.[OH-].[Li+].C[O:5][C:6]([C:8]1[C:16]2[C:11](=[CH:12][CH:13]=[CH:14][CH:15]=2)[N:10]([C:17]2[CH:18]=[C:19]3[C:24](=[CH:25][CH:26]=2)[N:23]=[CH:22][CH:21]=[CH:20]3)[CH:9]=1)=[O:7]. (2) Given the product [C:1]([CH2:3][C:4]([NH:13][CH:7]1[CH2:12][CH2:11][CH2:10][CH2:9][CH2:8]1)=[O:6])#[N:2], predict the reactants needed to synthesize it. The reactants are: [C:1]([CH2:3][C:4]([OH:6])=O)#[N:2].[CH:7]1([NH2:13])[CH2:12][CH2:11][CH2:10][CH2:9][CH2:8]1.CCN=C=NCCCN(C)C. (3) Given the product [CH2:1]([C:8]1[C:9]([NH:22][C:23](=[S:33])[CH2:24][C:25]2[CH:26]=[CH:27][C:28]([OH:31])=[CH:29][CH:30]=2)=[N:10][CH:11]=[C:12]([C:14]2[CH:19]=[CH:18][C:17]([OH:20])=[CH:16][CH:15]=2)[N:13]=1)[C:2]1[CH:3]=[CH:4][CH:5]=[CH:6][CH:7]=1, predict the reactants needed to synthesize it. The reactants are: [CH2:1]([C:8]1[C:9]([NH:22][C:23](=[S:33])[CH2:24][C:25]2[CH:30]=[CH:29][C:28]([O:31]C)=[CH:27][CH:26]=2)=[N:10][CH:11]=[C:12]([C:14]2[CH:19]=[CH:18][C:17]([O:20]C)=[CH:16][CH:15]=2)[N:13]=1)[C:2]1[CH:7]=[CH:6][CH:5]=[CH:4][CH:3]=1.B(Br)(Br)Br.C(=O)(O)[O-].[Na+].CCCCCC. (4) Given the product [C:31]1([CH:7]([C:1]2[CH:2]=[CH:3][CH:4]=[CH:5][CH:6]=2)[N:8]2[C:16]3[C:11](=[C:12]([F:17])[CH:13]=[CH:14][CH:15]=3)[CH:10]([C:18]3[C:27]([OH:28])=[CH:26][C:21]4[O:22][CH2:23][CH2:24][O:25][C:20]=4[CH:19]=3)[C:9]2=[O:30])[CH:32]=[CH:33][CH:34]=[CH:35][CH:36]=1, predict the reactants needed to synthesize it. The reactants are: [C:1]1([CH:7]([C:31]2[CH:36]=[CH:35][CH:34]=[CH:33][CH:32]=2)[N:8]2[C:16]3[C:11](=[C:12]([F:17])[CH:13]=[CH:14][CH:15]=3)[C:10](O)([C:18]3[C:27]([OH:28])=[CH:26][C:21]4[O:22][CH2:23][CH2:24][O:25][C:20]=4[CH:19]=3)[C:9]2=[O:30])[CH:6]=[CH:5][CH:4]=[CH:3][CH:2]=1.FC(F)(F)C(O)=O.C([SiH](CC)CC)C. (5) Given the product [C:8]1([C:6]2[CH:5]=[CH:4][C:3]3[O:14][CH2:23][C:24](=[O:25])[NH:1][C:2]=3[CH:7]=2)[CH:13]=[CH:12][CH:11]=[CH:10][CH:9]=1, predict the reactants needed to synthesize it. The reactants are: [NH2:1][C:2]1[CH:7]=[C:6]([C:8]2[CH:13]=[CH:12][CH:11]=[CH:10][CH:9]=2)[CH:5]=[CH:4][C:3]=1[OH:14].C(N(CC)CC)C.Cl[CH2:23][C:24](Cl)=[O:25].[H-].[Na+]. (6) Given the product [OH:20][CH2:21][CH2:22][N:23]1[CH:11]=[CH:12][C:13](=[O:14])[N:24]1[S:32]([C:35]1[CH:41]=[CH:40][C:38]([CH3:39])=[CH:37][CH:36]=1)(=[O:34])=[O:33], predict the reactants needed to synthesize it. The reactants are: ClC1C=C(N(C)C[C:11](=O)[CH2:12][C:13](OCC)=[O:14])C=C(Cl)C=1.[OH:20][CH2:21][CH2:22][NH:23][NH2:24].C(N(CC)CC)C.[S:32](Cl)([C:35]1[CH:41]=[CH:40][C:38]([CH3:39])=[CH:37][CH:36]=1)(=[O:34])=[O:33]. (7) Given the product [C:1]([C:3]1[C:4]([CH3:14])=[CH:5][C:6]([CH3:13])=[C:7]([CH:12]=1)[C:8]([O:10][CH3:11])=[O:9])(=[S:16])[NH2:2], predict the reactants needed to synthesize it. The reactants are: [C:1]([C:3]1[C:4]([CH3:14])=[CH:5][C:6]([CH3:13])=[C:7]([CH:12]=1)[C:8]([O:10][CH3:11])=[O:9])#[N:2].P(OCC)(OCC)([S-])=[S:16].